Dataset: Reaction yield outcomes from USPTO patents with 853,638 reactions. Task: Predict the reaction yield, written as a fraction of the theoretical maximum amount of product (1.0 means a 100% yield; for example, 0.34 means a 34% yield). (1) The reactants are F[C:2]1[CH:7]=[CH:6][CH:5]=[C:4]([S:8]([N:11]2[CH2:16][CH2:15][CH:14]([C:17]3[CH:22]=[CH:21][CH:20]=[CH:19][C:18]=3[CH3:23])[CH2:13][CH2:12]2)(=[O:10])=[O:9])[N:3]=1.[CH3:24][N:25]1[CH2:30][CH2:29][NH:28][CH2:27][CH2:26]1.CN(C)C(N(C)C)=N. The catalyst is CS(C)=O. The product is [CH3:24][N:25]1[CH2:30][CH2:29][N:28]([C:2]2[CH:7]=[CH:6][CH:5]=[C:4]([S:8]([N:11]3[CH2:16][CH2:15][CH:14]([C:17]4[CH:22]=[CH:21][CH:20]=[CH:19][C:18]=4[CH3:23])[CH2:13][CH2:12]3)(=[O:10])=[O:9])[N:3]=2)[CH2:27][CH2:26]1. The yield is 0.900. (2) The catalyst is CC#N. The yield is 0.765. The reactants are [N:1]12[CH2:8][CH2:7][C:4]([C:9]([C:17]3[CH:22]=[CH:21][CH:20]=[CH:19][CH:18]=3)([C:11]3[CH:16]=[CH:15][CH:14]=[CH:13][CH:12]=3)[OH:10])([CH2:5][CH2:6]1)[CH2:3][CH2:2]2.[CH3:23][C:24]1[CH:29]=[CH:28][CH:27]=[CH:26][C:25]=1[O:30][CH2:31][CH2:32][CH2:33][Br:34]. The product is [Br-:34].[OH:10][C:9]([C:17]1[CH:22]=[CH:21][CH:20]=[CH:19][CH:18]=1)([C:11]1[CH:12]=[CH:13][CH:14]=[CH:15][CH:16]=1)[C:4]12[CH2:5][CH2:6][N+:1]([CH2:33][CH2:32][CH2:31][O:30][C:25]3[CH:26]=[CH:27][CH:28]=[CH:29][C:24]=3[CH3:23])([CH2:2][CH2:3]1)[CH2:8][CH2:7]2. (3) The reactants are [CH3:1][C:2]([CH2:10][CH2:11][CH2:12][CH:13]([CH3:20])[CH2:14][CH2:15][CH2:16][CH:17]([CH3:19])[CH3:18])=[CH:3][CH2:4][CH2:5][C:6]([O:8][CH3:9])=[O:7].[CH2:21]([OH:28])[C@@H:22]([C@@H:24](CO)[OH:25])[OH:23].C(=O)([O-])[O-].[K+].[K+].Cl. The catalyst is CN(C)C=O. The product is [CH3:1][C:2]([CH2:10][CH2:11][CH2:12][CH:13]([CH3:20])[CH2:14][CH2:15][CH2:16][CH:17]([CH3:19])[CH3:18])=[CH:3][CH2:4][CH2:5][C:6]([O:8][CH2:9][C@@H:21]([C@@H:22]([CH2:24][OH:25])[OH:23])[OH:28])=[O:7]. The yield is 0.210. (4) The reactants are [C:1]1([C@H:13]2[CH2:18][CH2:17][C@H:16](/[CH:19]=[CH:20]/[C:21]#[N:22])[CH2:15][CH2:14]2)[N:2]=[N:3][N:4]2[C:9]=1[C:8]1[CH:10]=[CH:11][NH:12][C:7]=1[N:6]=[CH:5]2.C1(C2CCC(=CC(OCC)=O)CC2)N=NN2C=1C1C=CNC=1N=C2. No catalyst specified. The product is [C:1]1([C@H:13]2[CH2:14][CH2:15][C@H:16]([CH2:19][CH2:20][C:21]#[N:22])[CH2:17][CH2:18]2)[N:2]=[N:3][N:4]2[C:9]=1[C:8]1[CH:10]=[CH:11][NH:12][C:7]=1[N:6]=[CH:5]2. The yield is 0.720. (5) The reactants are [NH2:1][C:2]1[CH:7]=[CH:6][N:5]([CH2:8][CH2:9][CH2:10][CH2:11][C:12]2[N:17]=[N:16][C:15]([NH:18][C:19](=[O:32])[CH2:20][C:21]3[CH:26]=[CH:25][CH:24]=[C:23]([O:27][C:28]([F:31])([F:30])[F:29])[CH:22]=3)=[CH:14][CH:13]=2)[C:4](=[O:33])[N:3]=1.[N:34]([CH2:37][C:38]1[CH:43]=[CH:42][CH:41]=[CH:40][CH:39]=1)=[C:35]=[O:36]. The product is [CH2:37]([NH:34][C:35](=[O:36])[NH:1][C:2]1[CH:7]=[CH:6][N:5]([CH2:8][CH2:9][CH2:10][CH2:11][C:12]2[N:17]=[N:16][C:15]([NH:18][C:19](=[O:32])[CH2:20][C:21]3[CH:26]=[CH:25][CH:24]=[C:23]([O:27][C:28]([F:29])([F:30])[F:31])[CH:22]=3)=[CH:14][CH:13]=2)[C:4](=[O:33])[N:3]=1)[C:38]1[CH:43]=[CH:42][CH:41]=[CH:40][CH:39]=1. The catalyst is C1COCC1. The yield is 0.0700. (6) The reactants are [Br:1][C:2]1[CH:7]=[C:6]([N+:8]([O-])=O)[CH:5]=[CH:4][C:3]=1[CH2:11][CH3:12]. The catalyst is CO.[Ni]. The product is [Br:1][C:2]1[CH:7]=[C:6]([CH:5]=[CH:4][C:3]=1[CH2:11][CH3:12])[NH2:8]. The yield is 0.480. (7) The reactants are C(OC([N:11]1[CH:16]2[CH2:17][N:18]([C:20]([C:22]3[CH:23]=[N:24][C:25]([NH:28][C:29]4[N:30]=[CH:31][C:32]5[CH:37]=[C:36]([C:38](=[O:42])[N:39]([CH3:41])[CH3:40])[N:35]([CH:43]6[CH2:47][CH2:46][CH2:45][CH2:44]6)[C:33]=5[N:34]=4)=[CH:26][CH:27]=3)=[O:21])[CH2:19][CH:12]1[CH2:13][O:14][CH2:15]2)=O)C1C=CC=CC=1.C(CC(OC)=O)C.C1COCC1.[H][H]. The catalyst is [Pd].CO. The product is [CH3:40][N:39]([CH3:41])[C:38]([C:36]1[N:35]([CH:43]2[CH2:47][CH2:46][CH2:45][CH2:44]2)[C:33]2[N:34]=[C:29]([NH:28][C:25]3[CH:26]=[CH:27][C:22]([C:20]([N:18]4[CH2:17][CH:16]5[NH:11][CH:12]([CH2:13][O:14][CH2:15]5)[CH2:19]4)=[O:21])=[CH:23][N:24]=3)[N:30]=[CH:31][C:32]=2[CH:37]=1)=[O:42]. The yield is 0.930. (8) The reactants are [I:1][C:2]1[CH:7]=[CH:6][C:5]([OH:8])=[CH:4][CH:3]=1.[H-].[Na+].CN(C=O)C.Br[CH2:17][CH2:18][CH:19]1[CH2:24][CH2:23][CH:22]2[CH2:25][CH:20]1[C:21]2([CH3:27])[CH3:26]. No catalyst specified. The product is [I:1][C:2]1[CH:7]=[CH:6][C:5]([O:8][CH2:17][CH2:18][CH:19]2[CH2:24][CH2:23][CH:22]3[CH2:25][CH:20]2[C:21]3([CH3:26])[CH3:27])=[CH:4][CH:3]=1. The yield is 0.730.